Task: Predict the product of the given reaction.. Dataset: Forward reaction prediction with 1.9M reactions from USPTO patents (1976-2016) (1) Given the reactants [CH3:1][C:2]([C:4]1[CH:9]=[C:8]([O:10][CH2:11][C:12]([F:15])([F:14])[F:13])[CH:7]=[CH:6][C:5]=1[O:16][CH2:17][C:18]([F:21])([F:20])[F:19])=[O:3].[F:22][C:23]([F:33])([F:32])[C:24]1[CH:25]=[C:26]([CH:29]=[CH:30][CH:31]=1)[CH:27]=O, predict the reaction product. The product is: [F:21][C:18]([F:19])([F:20])[CH2:17][O:16][C:5]1[CH:6]=[CH:7][C:8]([O:10][CH2:11][C:12]([F:13])([F:14])[F:15])=[CH:9][C:4]=1[C:2](=[O:3])[CH:1]=[CH:27][C:26]1[CH:29]=[CH:30][CH:31]=[C:24]([C:23]([F:22])([F:32])[F:33])[CH:25]=1. (2) Given the reactants [NH2:1][C:2]1[C:10]([Cl:11])=[CH:9][C:5]([C:6]([OH:8])=O)=[C:4]([O:12][CH3:13])[CH:3]=1.C(N(C(C)C)CC)(C)C.C(OC(Cl)=O)C.[N:29]1([CH2:34][CH2:35][CH2:36][N:37]2[CH2:42][CH2:41][CH:40]([CH2:43][NH2:44])[CH2:39][CH2:38]2)[CH:33]=[CH:32][N:31]=[N:30]1, predict the reaction product. The product is: [N:29]1([CH2:34][CH2:35][CH2:36][N:37]2[CH2:38][CH2:39][CH:40]([CH2:43][NH:44][C:6](=[O:8])[C:5]3[CH:9]=[C:10]([Cl:11])[C:2]([NH2:1])=[CH:3][C:4]=3[O:12][CH3:13])[CH2:41][CH2:42]2)[CH:33]=[CH:32][N:31]=[N:30]1. (3) Given the reactants Cl[C:2]1[N:10]=[C:9]2[C:5]([N:6]=[C:7]([CH2:12][N:13]3[CH2:18][CH2:17][CH:16]([C:19]([OH:22])([CH3:21])[CH3:20])[CH2:15][CH2:14]3)[N:8]2[CH3:11])=[C:4]([N:23]2[CH2:28][CH2:27][O:26][CH2:25][CH2:24]2)[N:3]=1.[C:29]1([NH2:36])[C:30]([NH2:35])=[CH:31][CH:32]=[CH:33][CH:34]=1.[C:37](O)(=O)[CH:38]([CH3:40])[OH:39], predict the reaction product. The product is: [OH:39][C@H:38]([C:40]1[N:36]([C:2]2[N:10]=[C:9]3[C:5]([N:6]=[C:7]([CH2:12][N:13]4[CH2:18][CH2:17][CH:16]([C:19]([OH:22])([CH3:20])[CH3:21])[CH2:15][CH2:14]4)[N:8]3[CH3:11])=[C:4]([N:23]3[CH2:28][CH2:27][O:26][CH2:25][CH2:24]3)[N:3]=2)[C:29]2[CH:34]=[CH:33][CH:32]=[CH:31][C:30]=2[N:35]=1)[CH3:37]. (4) Given the reactants S(Cl)(Cl)=O.CN(C=O)C.[CH2:10]1[C:18]2[C:13](=[CH:14][C:15]([NH:19][C:20](=O)[CH:21]=[CH:22][S:23][C:24]3[CH:29]=[CH:28][CH:27]=[CH:26][CH:25]=3)=[CH:16][CH:17]=2)[CH2:12][CH2:11]1, predict the reaction product. The product is: [CH2:10]1[C:18]2[C:13](=[CH:14][C:15]([N:19]=[C:20]([S:23][C:24]3[CH:29]=[CH:28][CH:27]=[CH:26][CH:25]=3)[CH:21]=[CH:22][S:23][C:24]3[CH:29]=[CH:28][CH:27]=[CH:26][CH:25]=3)=[CH:16][CH:17]=2)[CH2:12][CH2:11]1. (5) Given the reactants [CH2:1]([O:8][C@@H:9]1[C@H:13]([OH:14])[C@@H:12]([CH2:15][OH:16])[O:11][CH2:10]1)[C:2]1[CH:7]=[CH:6][CH:5]=[CH:4][CH:3]=1.N1C=CC=CC=1.[CH3:23][O:24][C:25]1[CH:46]=[CH:45][C:28]([C:29](Cl)([C:38]2[CH:43]=[CH:42][CH:41]=[CH:40][CH:39]=2)[C:30]2[CH:35]=[CH:34][C:33]([O:36][CH3:37])=[CH:32][CH:31]=2)=[CH:27][CH:26]=1, predict the reaction product. The product is: [CH2:1]([O:8][C@@H:9]1[C@H:13]([OH:14])[C@@H:12]([CH2:15][O:16][C:29]([C:28]2[CH:45]=[CH:46][C:25]([O:24][CH3:23])=[CH:26][CH:27]=2)([C:30]2[CH:35]=[CH:34][C:33]([O:36][CH3:37])=[CH:32][CH:31]=2)[C:38]2[CH:39]=[CH:40][CH:41]=[CH:42][CH:43]=2)[O:11][CH2:10]1)[C:2]1[CH:7]=[CH:6][CH:5]=[CH:4][CH:3]=1. (6) The product is: [OH:1][C:2]1[C:7]([C:8]([NH:10][C:11]([CH3:12])([C:13]([OH:15])=[O:14])[CH3:20])=[O:9])=[CH:6][N:5]=[C:4]([N:21]2[CH:25]=[CH:24][CH:23]=[N:22]2)[N:3]=1. Given the reactants [OH:1][C:2]1[C:7]([C:8]([NH:10][C:11]([CH3:20])([C:13]([O:15]C(C)(C)C)=[O:14])[CH3:12])=[O:9])=[CH:6][N:5]=[C:4]([N:21]2[CH:25]=[CH:24][CH:23]=[N:22]2)[N:3]=1.C(O)(C(F)(F)F)=O, predict the reaction product. (7) Given the reactants [C:1]([O:5][C:6](=[O:31])[NH:7][C@H:8]([C:10]1[CH:15]=[CH:14][C:13]([C:16]([NH2:30])=[N:17][O:18][C:19](OCC(CC)CCCC)=[O:20])=[CH:12][CH:11]=1)[CH3:9])([CH3:4])([CH3:3])[CH3:2], predict the reaction product. The product is: [C:1]([O:5][C:6](=[O:31])[NH:7][C@H:8]([C:10]1[CH:15]=[CH:14][C:13]([C:16]2[NH:30][C:19](=[O:20])[O:18][N:17]=2)=[CH:12][CH:11]=1)[CH3:9])([CH3:4])([CH3:3])[CH3:2].